This data is from Reaction yield outcomes from USPTO patents with 853,638 reactions. The task is: Predict the reaction yield, written as a fraction of the theoretical maximum amount of product (1.0 means a 100% yield; for example, 0.34 means a 34% yield). (1) The reactants are CC1(C)C(C)(C)OB([C:9]2[CH:14]=[CH:13][C:12]([S:15]([CH:18]3[CH2:23][CH2:22][CH2:21][N:20]([C:24]([O:26][C:27]([CH3:30])([CH3:29])[CH3:28])=[O:25])[CH2:19]3)(=[O:17])=[O:16])=[CH:11][CH:10]=2)O1.[NH2:32][C:33]1[C:34]([C:40]([O:42][CH3:43])=[O:41])=[N:35][C:36](Br)=[CH:37][N:38]=1.[O-]P([O-])([O-])=O.[K+].[K+].[K+].CC#N. The catalyst is CC(C)([P](C(C)(C)C)([Pd][P](C(C)(C)C)(C(C)(C)C)C(C)(C)C)C(C)(C)C)C.CCOCC.O. The product is [NH2:32][C:33]1[C:34]([C:40]([O:42][CH3:43])=[O:41])=[N:35][C:36]([C:9]2[CH:14]=[CH:13][C:12]([S:15]([CH:18]3[CH2:23][CH2:22][CH2:21][N:20]([C:24]([O:26][C:27]([CH3:29])([CH3:30])[CH3:28])=[O:25])[CH2:19]3)(=[O:17])=[O:16])=[CH:11][CH:10]=2)=[CH:37][N:38]=1. The yield is 0.900. (2) The reactants are [CH2:1]([O:3][C:4]([C:6]1[NH:7][C:8]([CH3:12])=[CH:9][C:10]=1[CH3:11])=[O:5])[CH3:2].C(=O)([O-])[O-].[K+].[K+].C(#N)C.[Br:22]N1C(=O)CCC1=O. The catalyst is O. The product is [CH2:1]([O:3][C:4]([C:6]1[NH:7][C:8]([CH3:12])=[C:9]([Br:22])[C:10]=1[CH3:11])=[O:5])[CH3:2]. The yield is 0.760. (3) The reactants are C([O:8][C:9]1[CH:14]=[CH:13][C:12]([C:15](=[O:23])[CH2:16][C:17]2[CH:22]=[CH:21][N:20]=[CH:19][CH:18]=2)=[CH:11][CH:10]=1)C1C=CC=CC=1.C1COCC1. The catalyst is CO. The product is [OH:8][C:9]1[CH:14]=[CH:13][C:12]([C:15](=[O:23])[CH2:16][C:17]2[CH:22]=[CH:21][N:20]=[CH:19][CH:18]=2)=[CH:11][CH:10]=1. The yield is 0.850.